From a dataset of Catalyst prediction with 721,799 reactions and 888 catalyst types from USPTO. Predict which catalyst facilitates the given reaction. (1) The catalyst class is: 5. Product: [ClH:21].[Cl:21][C:18]1[CH:19]=[CH:20][C:15]([CH:14]([NH2:22])[CH:11]2[CH2:12][CH2:13][NH:8][CH2:9][CH2:10]2)=[CH:16][CH:17]=1. Reactant: C(OC([N:8]1[CH2:13][CH2:12][CH:11]([CH:14]([NH2:22])[C:15]2[CH:20]=[CH:19][C:18]([Cl:21])=[CH:17][CH:16]=2)[CH2:10][CH2:9]1)=O)(C)(C)C.Cl. (2) Reactant: N#N.Br[C:4]1[C:12]2[O:11][C:10]([C:13]([CH3:16])([CH3:15])[CH3:14])=[CH:9][C:8]=2[CH:7]=[CH:6][CH:5]=1.[Li]CCCC.CON(C)[C:25]([C@@H:27]1[CH2:32][CH2:31][CH2:30][N:29]([C:33]([O:35][C:36]([CH3:39])([CH3:38])[CH3:37])=[O:34])[CH2:28]1)=[O:26]. Product: [C:13]([C:10]1[O:11][C:12]2[C:4]([C:25]([C@@H:27]3[CH2:32][CH2:31][CH2:30][N:29]([C:33]([O:35][C:36]([CH3:39])([CH3:38])[CH3:37])=[O:34])[CH2:28]3)=[O:26])=[CH:5][CH:6]=[CH:7][C:8]=2[CH:9]=1)([CH3:16])([CH3:15])[CH3:14]. The catalyst class is: 1. (3) Reactant: [S:1]1[CH:5]=[CH:4][CH:3]=[C:2]1[C:6]12[CH2:13][N:12]([C:14]([O:16][C:17]([CH3:20])([CH3:19])[CH3:18])=[O:15])[CH2:11][CH:10]1[CH2:9][O:8][NH:7]2.[C:21]([N:29]=[C:30]=[S:31])(=[O:28])[C:22]1[CH:27]=[CH:26][CH:25]=[CH:24][CH:23]=1. Product: [C:21]([NH:29][C:30]([N:7]1[C:6]2([C:2]3[S:1][CH:5]=[CH:4][CH:3]=3)[CH2:13][N:12]([C:14]([O:16][C:17]([CH3:20])([CH3:19])[CH3:18])=[O:15])[CH2:11][CH:10]2[CH2:9][O:8]1)=[S:31])(=[O:28])[C:22]1[CH:27]=[CH:26][CH:25]=[CH:24][CH:23]=1. The catalyst class is: 1.